Dataset: Reaction yield outcomes from USPTO patents with 853,638 reactions. Task: Predict the reaction yield, written as a fraction of the theoretical maximum amount of product (1.0 means a 100% yield; for example, 0.34 means a 34% yield). (1) The reactants are [Cl:1][C:2]1[CH:3]=[CH:4][C:5]2[C:11](=O)[C:10](=[CH:13]N(C)C)[CH2:9][N:8]=[C:7]([C:17]3[C:22]([F:23])=[CH:21][CH:20]=[CH:19][C:18]=3[F:24])[C:6]=2[CH:25]=1.Cl.[NH2:27][C:28]([NH2:30])=[NH:29].C(=O)([O-])[O-].[K+].[K+].C(O)C. The catalyst is C(OCC)C.O. The product is [Cl:1][C:2]1[CH:3]=[CH:4][C:5]2[C:11]3[N:29]=[C:28]([NH2:30])[N:27]=[CH:13][C:10]=3[CH2:9][N:8]=[C:7]([C:17]3[C:18]([F:24])=[CH:19][CH:20]=[CH:21][C:22]=3[F:23])[C:6]=2[CH:25]=1. The yield is 0.890. (2) The reactants are [NH:1]1[C:5]2=[N:6][CH:7]=[C:8]([NH2:10])[CH:9]=[C:4]2[CH:3]=[CH:2]1.[CH2:11]([C:13]1[CH:20]=[CH:19][C:16]([CH:17]=O)=[CH:15][CH:14]=1)[CH3:12].ClCCl.[BH4-].[Na+]. The catalyst is CO.C(O)(=O)C. The product is [CH2:11]([C:13]1[CH:20]=[CH:19][C:16]([CH2:17][NH:10][C:8]2[CH:9]=[C:4]3[CH:3]=[CH:2][NH:1][C:5]3=[N:6][CH:7]=2)=[CH:15][CH:14]=1)[CH3:12]. The yield is 0.680. (3) The catalyst is C1COCC1. The yield is 0.940. The product is [OH:36][CH2:37][C@@H:38]1[CH2:43][CH:42]2[CH:40]([CH2:41]2)[N:39]1[C:44]([O:46][C:47]([CH3:50])([CH3:49])[CH3:48])=[O:45]. The reactants are CCCC[N+](CCCC)(CCCC)CCCC.[F-].[Si]([O:36][CH2:37][C@@H:38]1[CH2:43][CH:42]2[CH:40]([CH2:41]2)[N:39]1[C:44]([O:46][C:47]([CH3:50])([CH3:49])[CH3:48])=[O:45])(C(C)(C)C)(C1C=CC=CC=1)C1C=CC=CC=1.[NH4+].[Cl-]. (4) The product is [Cl:18][C:19]1[C:27]([C:28]([F:31])([F:30])[F:29])=[CH:26][CH:25]=[CH:24][C:20]=1[C:21]([N:13]1[CH2:14][CH2:15][C:16]2[N:8]([C:5]3[N:6]=[CH:7][C:2]([F:1])=[CH:3][N:4]=3)[N:33]=[N:10][C:11]=2[CH:12]1[CH3:17])=[O:22]. The yield is 0.900. The reactants are [F:1][C:2]1[CH:3]=[N:4][C:5]([N:8]2[C:16]3[CH2:15][CH2:14][NH:13][CH:12]([CH3:17])[C:11]=3[N:10]=C2)=[N:6][CH:7]=1.[Cl:18][C:19]1[C:27]([C:28]([F:31])([F:30])[F:29])=[CH:26][CH:25]=[CH:24][C:20]=1[C:21](O)=[O:22].C[N:33](C(ON1N=NC2C=CC=NC1=2)=[N+](C)C)C.F[P-](F)(F)(F)(F)F.CCN(CC)CC. The catalyst is CN(C=O)C.CCOC(C)=O. (5) The reactants are FC1C(NC2C=C(OC(C)C)NN=2)=NC([NH:10][C@H:11]([C:14]2[CH:19]=[CH:18][C:17]([F:20])=[CH:16][CH:15]=2)[CH2:12][OH:13])=C(C=1)C#N.[CH3:31][OH:32]. The catalyst is [Ni]. The product is [NH2:10][C:11]([C:14]1[CH:15]=[CH:16][C:17]([F:20])=[CH:18][CH:19]=1)([CH2:12][OH:13])[CH2:31][OH:32]. The yield is 0.610. (6) The reactants are [Br:1][C:2]1[CH:3]=[CH:4][C:5]([Cl:15])=[C:6]([C:8](=[O:14])[CH2:9]N(OC)C)[CH:7]=1.Br[Mg]C1[CH:23]=[CH:22][C:21]([O:24][C:25]([F:28])([F:27])[F:26])=[CH:20][CH:19]=1. The catalyst is O1CCCC1. The product is [Br:1][C:2]1[CH:3]=[CH:4][C:5]([Cl:15])=[C:6]([C:8]([C:9]2[CH:23]=[CH:22][C:21]([O:24][C:25]([F:28])([F:27])[F:26])=[CH:20][CH:19]=2)=[O:14])[CH:7]=1. The yield is 0.411. (7) The reactants are [C:1]([N:8]1[CH2:13][CH2:12][NH:11][CH2:10][CH2:9]1)([O:3][C:4]([CH3:7])([CH3:6])[CH3:5])=[O:2].C(N(C(C)C)CC)(C)C.[F:23][C:24]([F:35])([F:34])[C:25]1[CH:33]=[CH:32][CH:31]=[CH:30][C:26]=1[C:27](Cl)=[O:28]. The catalyst is ClCCl. The product is [C:4]([O:3][C:1]([N:8]1[CH2:9][CH2:10][N:11]([C:27](=[O:28])[C:26]2[CH:30]=[CH:31][CH:32]=[CH:33][C:25]=2[C:24]([F:23])([F:34])[F:35])[CH2:12][CH2:13]1)=[O:2])([CH3:7])([CH3:6])[CH3:5]. The yield is 0.950. (8) The reactants are [CH3:1][O:2][C:3](=[O:16])[C:4]1[CH:9]=[C:8](I)[C:7]([C:11]([F:14])([F:13])[F:12])=[CH:6][C:5]=1[NH2:15].[CH3:17][N:18]1[CH:22]=[CH:21][CH:20]=[C:19]1[Sn](CCCC)(CCCC)CCCC. The catalyst is O1CCOCC1. The product is [CH3:1][O:2][C:3](=[O:16])[C:4]1[CH:9]=[C:8]([C:19]2[N:18]([CH3:17])[CH:22]=[CH:21][CH:20]=2)[C:7]([C:11]([F:14])([F:13])[F:12])=[CH:6][C:5]=1[NH2:15]. The yield is 0.145. (9) The reactants are Cl.[NH2:2][C@H:3]1[C@H:8]2[CH2:9][C@H:5]([CH2:6][CH2:7]2)[C@H:4]1[C:10]([O:12][CH3:13])=[O:11].C([O-])(=O)C.[Na+].[F:19][C:20]1[CH:21]=[C:22]([CH:25]=[CH:26][C:27]=1[F:28])[CH:23]=O.C([BH3-])#N.[Na+].C(=O)(O)[O-].[Na+]. The catalyst is CO.C(OCC)(=O)C. The product is [F:19][C:20]1[CH:21]=[C:22]([CH:25]=[CH:26][C:27]=1[F:28])[CH2:23][NH:2][C@H:3]1[C@H:8]2[CH2:9][C@H:5]([CH2:6][CH2:7]2)[C@H:4]1[C:10]([O:12][CH3:13])=[O:11]. The yield is 0.780.